This data is from NCI-60 drug combinations with 297,098 pairs across 59 cell lines. The task is: Regression. Given two drug SMILES strings and cell line genomic features, predict the synergy score measuring deviation from expected non-interaction effect. (1) Drug 1: CC12CCC3C(C1CCC2=O)CC(=C)C4=CC(=O)C=CC34C. Drug 2: C1=NC2=C(N=C(N=C2N1C3C(C(C(O3)CO)O)O)F)N. Cell line: SK-MEL-5. Synergy scores: CSS=41.3, Synergy_ZIP=-1.45, Synergy_Bliss=-0.151, Synergy_Loewe=1.93, Synergy_HSA=1.66. (2) Drug 1: C1C(C(OC1N2C=NC3=C(N=C(N=C32)Cl)N)CO)O. Drug 2: C(CC(=O)O)C(=O)CN.Cl. Cell line: KM12. Synergy scores: CSS=36.2, Synergy_ZIP=-6.92, Synergy_Bliss=-3.00, Synergy_Loewe=1.84, Synergy_HSA=1.03. (3) Drug 1: CCC1=C2CN3C(=CC4=C(C3=O)COC(=O)C4(CC)O)C2=NC5=C1C=C(C=C5)O. Drug 2: CC(C)CN1C=NC2=C1C3=CC=CC=C3N=C2N. Cell line: UACC-257. Synergy scores: CSS=11.7, Synergy_ZIP=-2.87, Synergy_Bliss=-0.749, Synergy_Loewe=-13.4, Synergy_HSA=-1.57. (4) Drug 1: C1CCC(C(C1)N)N.C(=O)(C(=O)[O-])[O-].[Pt+4]. Drug 2: CC1CCCC2(C(O2)CC(NC(=O)CC(C(C(=O)C(C1O)C)(C)C)O)C(=CC3=CSC(=N3)C)C)C. Cell line: NCI-H460. Synergy scores: CSS=79.0, Synergy_ZIP=0.721, Synergy_Bliss=0.115, Synergy_Loewe=-4.19, Synergy_HSA=0.529. (5) Drug 1: C1=CC(=CC=C1C#N)C(C2=CC=C(C=C2)C#N)N3C=NC=N3. Drug 2: C1=NC2=C(N=C(N=C2N1C3C(C(C(O3)CO)O)F)Cl)N. Cell line: SNB-75. Synergy scores: CSS=-3.35, Synergy_ZIP=1.45, Synergy_Bliss=0.975, Synergy_Loewe=-4.51, Synergy_HSA=-3.93. (6) Drug 1: CC(C)CN1C=NC2=C1C3=CC=CC=C3N=C2N. Drug 2: N.N.Cl[Pt+2]Cl. Cell line: NCI/ADR-RES. Synergy scores: CSS=32.6, Synergy_ZIP=-4.02, Synergy_Bliss=-0.165, Synergy_Loewe=-3.22, Synergy_HSA=-4.01. (7) Synergy scores: CSS=8.65, Synergy_ZIP=-1.78, Synergy_Bliss=-0.171, Synergy_Loewe=-6.23, Synergy_HSA=-0.0414. Cell line: SN12C. Drug 1: CS(=O)(=O)C1=CC(=C(C=C1)C(=O)NC2=CC(=C(C=C2)Cl)C3=CC=CC=N3)Cl. Drug 2: CC(C1=C(C=CC(=C1Cl)F)Cl)OC2=C(N=CC(=C2)C3=CN(N=C3)C4CCNCC4)N. (8) Drug 1: C1CN1P(=S)(N2CC2)N3CC3. Drug 2: CC(C)CN1C=NC2=C1C3=CC=CC=C3N=C2N. Cell line: TK-10. Synergy scores: CSS=6.88, Synergy_ZIP=-2.70, Synergy_Bliss=1.52, Synergy_Loewe=0.272, Synergy_HSA=0.160. (9) Drug 1: CNC(=O)C1=CC=CC=C1SC2=CC3=C(C=C2)C(=NN3)C=CC4=CC=CC=N4. Drug 2: CCCCC(=O)OCC(=O)C1(CC(C2=C(C1)C(=C3C(=C2O)C(=O)C4=C(C3=O)C=CC=C4OC)O)OC5CC(C(C(O5)C)O)NC(=O)C(F)(F)F)O. Cell line: SF-295. Synergy scores: CSS=10.8, Synergy_ZIP=-1.70, Synergy_Bliss=1.39, Synergy_Loewe=3.52, Synergy_HSA=2.88.